This data is from Forward reaction prediction with 1.9M reactions from USPTO patents (1976-2016). The task is: Predict the product of the given reaction. (1) The product is: [CH3:19][S:16]([C:14]1[CH:13]=[CH:12][N:11]2[CH:20]=[C:8]([C:5]3[CH:6]=[CH:7][C:2]([C:27]4[CH:26]=[CH:25][CH:24]=[C:23]([C:22]([F:33])([F:32])[F:21])[CH:28]=4)=[CH:3][CH:4]=3)[N:9]=[C:10]2[CH:15]=1)(=[O:18])=[O:17]. Given the reactants Br[C:2]1[CH:7]=[CH:6][C:5]([C:8]2[N:9]=[C:10]3[CH:15]=[C:14]([S:16]([CH3:19])(=[O:18])=[O:17])[CH:13]=[CH:12][N:11]3[CH:20]=2)=[CH:4][CH:3]=1.[F:21][C:22]([F:33])([F:32])[C:23]1[CH:24]=[C:25](B(O)O)[CH:26]=[CH:27][CH:28]=1, predict the reaction product. (2) The product is: [I-:1].[I-:1].[CH2:2]([N+:14]1[CH:15]=[CH:16][C:17]2[C:22](=[CH:21][CH:20]=[CH:19][CH:18]=2)[CH:13]=1)[CH2:3][CH2:4][CH2:5][CH2:6][CH2:7][CH2:8][CH2:9][CH2:10][CH2:11][N+:14]1[CH:15]=[CH:16][C:17]2[C:22](=[CH:21][CH:20]=[CH:19][CH:18]=2)[CH:13]=1. Given the reactants [I:1][CH2:2][CH2:3][CH2:4][CH2:5][CH2:6][CH2:7][CH2:8][CH2:9][CH2:10][CH2:11]I.[CH:13]1[C:22]2[C:17](=[CH:18][CH:19]=[CH:20][CH:21]=2)[CH:16]=[CH:15][N:14]=1, predict the reaction product. (3) Given the reactants [NH2:1][C@H:2]1[C:11]2[C:6](=[CH:7][CH:8]=[C:9]([F:12])[CH:10]=2)[N:5]([C:13](=[O:15])[CH3:14])[C@@H:4]([CH:16]2[CH2:18][CH2:17]2)[C@@H:3]1[CH3:19].Cl[C:21]1[N:22]=[CH:23][C:24]([C:27]#[N:28])=[N:25][CH:26]=1, predict the reaction product. The product is: [C:13]([N:5]1[C:6]2[C:11](=[CH:10][C:9]([F:12])=[CH:8][CH:7]=2)[C@H:2]([NH:1][C:21]2[N:22]=[CH:23][C:24]([C:27]#[N:28])=[N:25][CH:26]=2)[C@@H:3]([CH3:19])[C@@H:4]1[CH:16]1[CH2:18][CH2:17]1)(=[O:15])[CH3:14]. (4) Given the reactants [BH3-]C#N.[Na+].Cl.[NH2:6][C:7]1[NH:11][CH:10]=[N:9][C:8]=1[C:12]([NH2:14])=[O:13].[CH2:15]([O:17][C:18]1[C:19]([CH:30]=O)=[N:20][CH:21]=[CH:22][C:23]=1[O:24][CH2:25][CH2:26][O:27][CH2:28][CH3:29])[CH3:16], predict the reaction product. The product is: [CH2:15]([O:17][C:18]1[C:19]([CH2:30][NH:6][C:7]2[N:11]=[CH:10][NH:9][C:8]=2[C:12]([NH2:14])=[O:13])=[N:20][CH:21]=[CH:22][C:23]=1[O:24][CH2:25][CH2:26][O:27][CH2:28][CH3:29])[CH3:16]. (5) Given the reactants [NH2:1][C:2]1[N:7]=[CH:6][C:5]([C:8]2[CH:9]=[C:10]([CH:13]=[CH:14][CH:15]=2)[C:11]#[N:12])=[CH:4][C:3]=1[CH:16]=O.[NH2:18][C:19]1[CH:20]=[C:21]([S:26]([NH2:29])(=[O:28])=[O:27])[CH:22]=[CH:23][C:24]=1[NH2:25].OS([O-])=O.[Na+], predict the reaction product. The product is: [NH2:1][C:2]1[C:3]([C:16]2[NH:18][C:19]3[CH:20]=[C:21]([S:26]([NH2:29])(=[O:27])=[O:28])[CH:22]=[CH:23][C:24]=3[N:25]=2)=[CH:4][C:5]([C:8]2[CH:15]=[CH:14][CH:13]=[C:10]([C:11]#[N:12])[CH:9]=2)=[CH:6][N:7]=1.